Dataset: Catalyst prediction with 721,799 reactions and 888 catalyst types from USPTO. Task: Predict which catalyst facilitates the given reaction. (1) Reactant: [CH2:1]1[C:10]2[C:5](=[CH:6][CH:7]=[C:8]([CH:11]([C:16]3[CH:21]=[CH:20][N:19]=[CH:18][CH:17]=3)[CH2:12][C:13]([OH:15])=[O:14])[CH:9]=2)[CH2:4][CH2:3][NH:2]1.C(=O)(O)[O-].[Na+].[CH2:27](O)[CH3:28]. Product: [CH2:27]([O:14][C:13](=[O:15])[CH2:12][CH:11]([C:8]1[CH:9]=[C:10]2[C:5]([CH2:4][CH2:3][NH:2][CH2:1]2)=[CH:6][CH:7]=1)[C:16]1[CH:21]=[CH:20][N:19]=[CH:18][CH:17]=1)[CH3:28]. The catalyst class is: 33. (2) Reactant: [CH2:1]([N:8]1[CH2:13][CH2:12][N:11]2[N:14]=[C:15]([CH2:17][OH:18])[CH:16]=[C:10]2[C:9]1=[O:19])[C:2]1[CH:7]=[CH:6][CH:5]=[CH:4][CH:3]=1.Cl[C:21]1[CH:26]=[CH:25][CH:24]=[CH:23][N:22]=1.C(=O)([O-])[O-].[Cs+].[Cs+].C(P(C(C)(C)C)C1C=CC=CC=1C1C=CC=CC=1)(C)(C)C. Product: [CH2:1]([N:8]1[CH2:13][CH2:12][N:11]2[N:14]=[C:15]([CH2:17][O:18][C:21]3[CH:26]=[CH:25][CH:24]=[CH:23][N:22]=3)[CH:16]=[C:10]2[C:9]1=[O:19])[C:2]1[CH:3]=[CH:4][CH:5]=[CH:6][CH:7]=1. The catalyst class is: 164. (3) Reactant: [CH:1]12[CH2:8][CH2:7][CH:4]([CH2:5][CH2:6]1)[C:3](=[O:9])[NH:2]2.Cl.Br[C:12]1[CH:17]=[CH:16][N:15]=[CH:14][CH:13]=1.C([O-])([O-])=O.[Cs+].[Cs+].CC1(C)C2C(=C(P(C3C=CC=CC=3)C3C=CC=CC=3)C=CC=2)OC2C(P(C3C=CC=CC=3)C3C=CC=CC=3)=CC=CC1=2. Product: [N:15]1[CH:16]=[CH:17][C:12]([N:2]2[C:3](=[O:9])[CH:4]3[CH2:7][CH2:8][CH:1]2[CH2:6][CH2:5]3)=[CH:13][CH:14]=1. The catalyst class is: 73. (4) Reactant: [CH:1]1([N:7]([CH2:28][CH:29]2[CH2:31][CH2:30]2)[C:8]2[N:13]=[CH:12][N:11]=[C:10]([C:14]([NH:16][C:17]3[CH:26]=[CH:25][C:20]([C:21]([O:23]C)=[O:22])=[C:19]([F:27])[CH:18]=3)=[O:15])[CH:9]=2)[CH2:6][CH2:5][CH2:4][CH2:3][CH2:2]1.[OH-].[Na+].Cl. Product: [CH:1]1([N:7]([CH2:28][CH:29]2[CH2:31][CH2:30]2)[C:8]2[N:13]=[CH:12][N:11]=[C:10]([C:14]([NH:16][C:17]3[CH:26]=[CH:25][C:20]([C:21]([OH:23])=[O:22])=[C:19]([F:27])[CH:18]=3)=[O:15])[CH:9]=2)[CH2:6][CH2:5][CH2:4][CH2:3][CH2:2]1. The catalyst class is: 36. (5) Reactant: [N:1]1[CH:6]=[CH:5][CH:4]=[C:3]([S:7]([OH:10])(=O)=[O:8])[CH:2]=1.P(Cl)(Cl)(Cl)(Cl)[Cl:12].P(Cl)(Cl)(Cl)=O. Product: [N:1]1[CH:6]=[CH:5][CH:4]=[C:3]([S:7]([Cl:12])(=[O:10])=[O:8])[CH:2]=1. The catalyst class is: 22. (6) Reactant: [Br:1][C:2]1[CH:14]=[C:13]2[C:5]([C:6]3[CH:7]=[CH:8][C:9]([CH:19]=O)=[CH:10][C:11]=3[C:12]2([CH2:17][CH3:18])[CH2:15][CH3:16])=[CH:4][CH:3]=1.Cl.[NH2:22]O. Product: [Br:1][C:2]1[CH:14]=[C:13]2[C:5]([C:6]3[CH:7]=[CH:8][C:9]([C:19]#[N:22])=[CH:10][C:11]=3[C:12]2([CH2:17][CH3:18])[CH2:15][CH3:16])=[CH:4][CH:3]=1. The catalyst class is: 106.